Dataset: Catalyst prediction with 721,799 reactions and 888 catalyst types from USPTO. Task: Predict which catalyst facilitates the given reaction. (1) Reactant: [CH3:1][O:2][C:3](=[O:19])[C:4]1[CH:9]=[CH:8][C:7]([CH2:10][NH:11][C@H:12]2[CH2:17][CH2:16][C@H:15]([OH:18])[CH2:14][CH2:13]2)=[CH:6][CH:5]=1.[C:20]([O:24][C:25](O[C:25]([O:24][C:20]([CH3:23])([CH3:22])[CH3:21])=[O:26])=[O:26])([CH3:23])([CH3:22])[CH3:21]. Product: [CH3:1][O:2][C:3](=[O:19])[C:4]1[CH:5]=[CH:6][C:7]([CH2:10][N:11]([C:25]([O:24][C:20]([CH3:23])([CH3:22])[CH3:21])=[O:26])[C@H:12]2[CH2:17][CH2:16][C@H:15]([OH:18])[CH2:14][CH2:13]2)=[CH:8][CH:9]=1. The catalyst class is: 821. (2) Reactant: [CH3:1][S:2]([C:5]1[CH:6]=[CH:7][C:8]([C:11]2[CH:16]=[CH:15][C:14]([O:17][CH2:18][CH:19]3[CH2:24][CH2:23][N:22]([C:25]([O:27][C:28](C)([CH3:30])[CH3:29])=[O:26])[CH2:21][CH2:20]3)=[CH:13][CH:12]=2)=[N:9][CH:10]=1)(=[O:4])=[O:3].C(O)(C(F)(F)F)=O.C(N(C(C)C)CC)(C)C.ClC(OC(C)C)=O. Product: [CH3:1][S:2]([C:5]1[CH:6]=[CH:7][C:8]([C:11]2[CH:12]=[CH:13][C:14]([O:17][CH2:18][CH:19]3[CH2:24][CH2:23][N:22]([C:25]([O:27][CH:28]([CH3:30])[CH3:29])=[O:26])[CH2:21][CH2:20]3)=[CH:15][CH:16]=2)=[N:9][CH:10]=1)(=[O:3])=[O:4]. The catalyst class is: 2. (3) Reactant: [F:1][C:2]1[CH:7]=[CH:6][C:5]([C:8]2[N:9]=[C:10]([C:23]([O:25]CC)=O)[S:11][C:12]=2[C:13]2[CH:18]=[CH:17][C:16](=[O:19])[N:15]([CH:20]([CH3:22])[CH3:21])[N:14]=2)=[CH:4][CH:3]=1.[CH:28]1([NH2:31])[CH2:30][CH2:29]1. Product: [CH:28]1([NH:31][C:23]([C:10]2[S:11][C:12]([C:13]3[CH:18]=[CH:17][C:16](=[O:19])[N:15]([CH:20]([CH3:21])[CH3:22])[N:14]=3)=[C:8]([C:5]3[CH:4]=[CH:3][C:2]([F:1])=[CH:7][CH:6]=3)[N:9]=2)=[O:25])[CH2:30][CH2:29]1. The catalyst class is: 12. (4) Reactant: [Br-].[CH2:2]([P+](C1C=CC=CC=1)(C1C=CC=CC=1)C1C=CC=CC=1)[C:3]1[CH:8]=[CH:7][CH:6]=[CH:5][CH:4]=1.[Li]CCCC.[CH3:33][CH:34]([CH2:37][CH2:38][CH2:39][CH2:40][CH2:41][CH2:42][CH2:43][CH2:44][CH3:45])[CH:35]=O.O. Product: [CH3:35][CH:34]([CH2:37][CH2:38][CH2:39][CH2:40][CH2:41][CH2:42][CH2:43][CH2:44][CH3:45])[CH:33]=[CH:2][C:3]1[CH:4]=[CH:5][CH:6]=[CH:7][CH:8]=1. The catalyst class is: 1. (5) Reactant: [Cl:1][C:2]1[C:3]([C:10]#[N:11])=[N:4][CH:5]=[C:6]([CH2:8]O)[CH:7]=1.S(Cl)([Cl:14])=O. Product: [Cl:1][C:2]1[C:3]([C:10]#[N:11])=[N:4][CH:5]=[C:6]([CH2:8][Cl:14])[CH:7]=1. The catalyst class is: 2. (6) Reactant: [Br:1][C:2]1[N:3]=[C:4]2[C:10](I)=[C:9]([C:12]3[CH:17]=[CH:16][C:15]([C:18]4([CH3:23])[O:22][CH2:21][CH2:20][O:19]4)=[CH:14][CH:13]=3)[N:8]([CH2:24][O:25][CH2:26][CH2:27][Si:28]([CH3:31])([CH3:30])[CH3:29])[C:5]2=[N:6][CH:7]=1.[Li][CH2:33][CH2:34]CC.C(I)C.[NH4+].[Cl-]. Product: [Br:1][C:2]1[N:3]=[C:4]2[C:10]([CH2:33][CH3:34])=[C:9]([C:12]3[CH:17]=[CH:16][C:15]([C:18]4([CH3:23])[O:22][CH2:21][CH2:20][O:19]4)=[CH:14][CH:13]=3)[N:8]([CH2:24][O:25][CH2:26][CH2:27][Si:28]([CH3:31])([CH3:30])[CH3:29])[C:5]2=[N:6][CH:7]=1. The catalyst class is: 1.